From a dataset of Full USPTO retrosynthesis dataset with 1.9M reactions from patents (1976-2016). Predict the reactants needed to synthesize the given product. (1) Given the product [CH3:27][C:28]1[CH:29]=[CH:30][CH:31]=[C:32]([C:34]([C:36]2[N:37]=[CH:38][N:39]([C:41]([C:54]3[CH:59]=[CH:58][CH:57]=[CH:56][CH:55]=3)([C:48]3[CH:53]=[CH:52][CH:51]=[CH:50][CH:49]=3)[C:42]3[CH:47]=[CH:46][CH:45]=[CH:44][CH:43]=3)[CH:40]=2)=[CH2:2])[N:33]=1, predict the reactants needed to synthesize it. The reactants are: [Br-].[CH3:2]P(C1C=CC=CC=1)(C1C=CC=CC=1)C1C=CC=CC=1.[Li]CCCC.[CH3:27][C:28]1[N:33]=[C:32]([C:34]([C:36]2[N:37]=[CH:38][N:39]([C:41]([C:54]3[CH:59]=[CH:58][CH:57]=[CH:56][CH:55]=3)([C:48]3[CH:53]=[CH:52][CH:51]=[CH:50][CH:49]=3)[C:42]3[CH:47]=[CH:46][CH:45]=[CH:44][CH:43]=3)[CH:40]=2)=O)[CH:31]=[CH:30][CH:29]=1.CCOCC. (2) Given the product [CH:2]([CH:3]1[C:12]2[CH:11]=[CH:10][CH:9]=[C:8]([C:13]#[N:14])[C:7]=2[CH2:6][CH2:5][O:4]1)=[O:1], predict the reactants needed to synthesize it. The reactants are: [OH:1][CH2:2][CH:3]1[C:12]2[CH:11]=[CH:10][CH:9]=[C:8]([C:13]#[N:14])[C:7]=2[CH2:6][CH2:5][O:4]1.CC(OI1(OC(C)=O)(OC(C)=O)OC(=O)C2C=CC=CC1=2)=O. (3) Given the product [O:1]1[C:5]2[CH:6]=[CH:7][C:8]([CH2:10][O:11][C:12]([C:14]3[S:15][C:16]([CH3:20])=[C:17]([NH:19][C:29]([NH:28][CH2:21][C:22]4[CH:27]=[CH:26][CH:25]=[CH:24][CH:23]=4)=[O:30])[CH:18]=3)=[O:13])=[CH:9][C:4]=2[O:3][CH2:2]1, predict the reactants needed to synthesize it. The reactants are: [O:1]1[C:5]2[CH:6]=[CH:7][C:8]([CH2:10][O:11][C:12]([C:14]3[S:15][C:16]([CH3:20])=[C:17]([NH2:19])[CH:18]=3)=[O:13])=[CH:9][C:4]=2[O:3][CH2:2]1.[CH2:21]([N:28]=[C:29]=[O:30])[C:22]1[CH:27]=[CH:26][CH:25]=[CH:24][CH:23]=1. (4) Given the product [Br:13][CH2:11][C:10]([C:6]1[CH:7]=[CH:8][CH:9]=[C:4]([N+:1]([O-:3])=[O:2])[CH:5]=1)=[O:12], predict the reactants needed to synthesize it. The reactants are: [N+:1]([C:4]1[CH:5]=[C:6]([C:10](=[O:12])[CH3:11])[CH:7]=[CH:8][CH:9]=1)([O-:3])=[O:2].[Br:13]Br. (5) Given the product [Br:21][C:2]1[C:10]2[S:9][C:8]([I:11])=[N:7][C:6]=2[CH:5]=[CH:4][CH:3]=1, predict the reactants needed to synthesize it. The reactants are: F[C:2]1[C:10]2[S:9][C:8]([I:11])=[N:7][C:6]=2[CH:5]=[CH:4][CH:3]=1.FC1C(F)=CC=CC=1N.[Br:21]C1C(Br)=CC=CC=1N. (6) Given the product [Cl:1][C:2]1[CH:7]=[C:6]2[NH:8][C:9](=[O:29])[C:10]3([CH:15]([CH2:16][C:17]([CH3:20])([CH3:18])[CH3:19])[CH2:14][CH2:13][NH:12][CH:11]3[C:22]3[CH:27]=[CH:26][CH:25]=[C:24]([Cl:28])[CH:23]=3)[C:5]2=[CH:4][CH:3]=1, predict the reactants needed to synthesize it. The reactants are: [Cl:1][C:2]1[CH:7]=[C:6]2[NH:8][C:9](=[O:29])[C:10]3([CH:15]([CH2:16][C:17]([CH3:20])([CH3:19])[CH3:18])[CH2:14][C:13](=O)[NH:12][CH:11]3[C:22]3[CH:27]=[CH:26][CH:25]=[C:24]([Cl:28])[CH:23]=3)[C:5]2=[CH:4][CH:3]=1.[BH4-].[Na+]. (7) Given the product [CH3:1][C:2]1[CH:7]=[CH:6][C:5]([C:8]2[O:9][C:10]([CH3:13])=[N:11][N:12]=2)=[CH:4][C:3]=1[C:14]1[CH:19]=[CH:18][C:17]([C:20]([NH:55][CH:46]([CH3:45])[CH2:47][CH2:48][C:49]2[CH:54]=[CH:53][CH:52]=[CH:51][CH:50]=2)=[O:22])=[CH:16][CH:15]=1, predict the reactants needed to synthesize it. The reactants are: [CH3:1][C:2]1[CH:7]=[CH:6][C:5]([C:8]2[O:9][C:10]([CH3:13])=[N:11][N:12]=2)=[CH:4][C:3]=1[C:14]1[CH:19]=[CH:18][C:17]([C:20]([OH:22])=O)=[CH:16][CH:15]=1.C1C=CC2N(O)N=NC=2C=1.Cl.CN(C)CCCN=C=NCC.[CH3:45][CH:46]([NH2:55])[CH2:47][CH2:48][C:49]1[CH:54]=[CH:53][CH:52]=[CH:51][CH:50]=1. (8) Given the product [CH3:1][O:2][C:3]1[CH:8]=[CH:7][CH:6]=[CH:5][C:4]=1[C:9]1[NH:13][N:12]=[C:11]([C:14]([NH:16][C:21]2[CH:20]=[CH:25][CH:24]=[CH:23][CH:28]=2)=[O:15])[CH:10]=1, predict the reactants needed to synthesize it. The reactants are: [CH3:1][O:2][C:3]1[CH:8]=[CH:7][CH:6]=[CH:5][C:4]=1[C:9]1[NH:13][N:12]=[C:11]([C:14]([N:16]2[CH2:21][CH2:20]OCC2)=[O:15])[CH:10]=1.N[C:23]1[CH:28]=CC=[CH:25][CH:24]=1.